The task is: Predict the reaction yield, written as a fraction of the theoretical maximum amount of product (1.0 means a 100% yield; for example, 0.34 means a 34% yield).. This data is from Reaction yield outcomes from USPTO patents with 853,638 reactions. (1) The reactants are [Cl:1][C:2]1[CH:15]=[C:14]([CH:16]=[CH2:17])[CH:13]=[CH:12][C:3]=1[CH2:4][NH:5][C:6]1[CH:11]=[CH:10][CH:9]=[CH:8][N:7]=1.Br[CH:19]([C:24]1[CH:25]=[C:26]([Cl:32])[C:27]([Cl:31])=[C:28]([Cl:30])[CH:29]=1)[C:20]([F:23])([F:22])[F:21].N1C=CC=CC=1C1C=CC=CN=1. The catalyst is ClC1C=CC=CC=1Cl.Cl[Cu]. The product is [Cl:1][C:2]1[CH:15]=[C:14](/[CH:16]=[CH:17]/[CH:19]([C:24]2[CH:25]=[C:26]([Cl:32])[C:27]([Cl:31])=[C:28]([Cl:30])[CH:29]=2)[C:20]([F:22])([F:21])[F:23])[CH:13]=[CH:12][C:3]=1[CH2:4][NH:5][C:6]1[CH:11]=[CH:10][CH:9]=[CH:8][N:7]=1. The yield is 0.350. (2) The reactants are [NH:1]1[C:9]2[C:4](=[CH:5][CH:6]=[CH:7][CH:8]=2)[C:3]([C:10]2[C:15]([CH3:16])=[CH:14][N:13]=[C:12]([NH:17][C:18]3[CH:23]=[C:22]([N+:24]([O-])=O)[C:21]([N:27]4[CH2:32][CH2:31][N:30]([CH3:33])[CH2:29][CH2:28]4)=[CH:20][C:19]=3[O:34][CH3:35])[N:11]=2)=[CH:2]1.[NH4+].[Cl-].O.C(Cl)Cl. The catalyst is C(O)C.[Fe].CO. The product is [NH:1]1[C:9]2[C:4](=[CH:5][CH:6]=[CH:7][CH:8]=2)[C:3]([C:10]2[C:15]([CH3:16])=[CH:14][N:13]=[C:12]([NH:17][C:18]3[CH:23]=[C:22]([NH2:24])[C:21]([N:27]4[CH2:28][CH2:29][N:30]([CH3:33])[CH2:31][CH2:32]4)=[CH:20][C:19]=3[O:34][CH3:35])[N:11]=2)=[CH:2]1. The yield is 0.770.